From a dataset of Catalyst prediction with 721,799 reactions and 888 catalyst types from USPTO. Predict which catalyst facilitates the given reaction. Reactant: C(Cl)Cl.[CH2:4]([O:6][C:7]1[CH:15]=[CH:14][C:10]([C:11]([OH:13])=[O:12])=[C:9]([F:16])[C:8]=1[F:17])[CH3:5].[F:18][CH:19]1[C:24]([F:26])([F:25])[C:23]2([CH2:29][CH2:30][CH3:31])[CH2:27][CH2:28][C:20]1(O)[CH2:21][CH2:22]2.C1(N=C=NC2CCCCC2)CCCCC1. Product: [F:18][CH:19]1[C:24]([F:25])([F:26])[C:23]2([CH2:29][CH2:30][CH3:31])[CH2:22][CH2:21][C:20]1([O:12][C:11]([C:10]1[CH:14]=[CH:15][C:7]([O:6][CH2:4][CH3:5])=[C:8]([F:17])[C:9]=1[F:16])=[O:13])[CH2:28][CH2:27]2. The catalyst class is: 777.